This data is from Full USPTO retrosynthesis dataset with 1.9M reactions from patents (1976-2016). The task is: Predict the reactants needed to synthesize the given product. (1) Given the product [CH3:21][O:1][C:2]1[CH2:3][N:4]([C:13]([O:15][C:16]([CH3:18])([CH3:17])[CH3:19])=[O:14])[CH2:5][CH2:6][C:7]=1[C:8]([O:10][CH2:11][CH3:12])=[O:9], predict the reactants needed to synthesize it. The reactants are: [O:1]=[C:2]1[CH:7]([C:8]([O:10][CH2:11][CH3:12])=[O:9])[CH2:6][CH2:5][N:4]([C:13]([O:15][C:16]([CH3:19])([CH3:18])[CH3:17])=[O:14])[CH2:3]1.[Si](C=[N+]=[N-])(C)(C)[CH3:21]. (2) Given the product [C:1]([O:5][C@@H:6]([C:10]1[C:41]([CH3:42])=[CH:40][C:13]2[N:14]=[C:15]([N:17]3[CH2:22][CH2:21][N:20]([CH3:23])[CH:19]([C:30]4[CH:31]=[C:32]5[C:36](=[CH:37][CH:38]=4)[N:35]([CH3:39])[N:34]=[CH:33]5)[CH2:18]3)[S:16][C:12]=2[C:11]=1[C:43]1[CH:44]=[CH:45][C:46]([Cl:49])=[CH:47][CH:48]=1)[C:7]([OH:9])=[O:8])([CH3:4])([CH3:2])[CH3:3], predict the reactants needed to synthesize it. The reactants are: [C:1]([O:5][C@@H:6]([C:10]1[C:41]([CH3:42])=[CH:40][C:13]2[N:14]=[C:15]([N:17]3[CH2:22][CH2:21][N:20]([C:23](OC(C)(C)C)=O)[CH:19]([C:30]4[CH:31]=[C:32]5[C:36](=[CH:37][CH:38]=4)[N:35]([CH3:39])[N:34]=[CH:33]5)[CH2:18]3)[S:16][C:12]=2[C:11]=1[C:43]1[CH:48]=[CH:47][C:46]([Cl:49])=[CH:45][CH:44]=1)[C:7]([OH:9])=[O:8])([CH3:4])([CH3:3])[CH3:2].C(O[C@@H](C1C(C)=CC2N=C(N3CCN(C)C(C4C=C5C(=CC=4)N(C)N=C5)C3)SC=2C=1C1C=CC(Cl)=CC=1)C(OCC)=O)(C)(C)C.